Predict the product of the given reaction. From a dataset of Forward reaction prediction with 1.9M reactions from USPTO patents (1976-2016). Given the reactants [N:1]([C:4]1[CH:12]=[CH:11][C:7]([C:8]([OH:10])=O)=[CH:6][CH:5]=1)=[N+:2]=[N-:3].[CH:13]1[CH:14]=[CH:15][C:16]2N(O)N=[N:19][C:17]=2C=1.C(N)CCCC.CCN=C=NCCCN(C)C, predict the reaction product. The product is: [N:1]([C:4]1[CH:5]=[CH:6][C:7]([C:8]([NH:19][CH2:17][CH2:16][CH2:15][CH2:14][CH3:13])=[O:10])=[CH:11][CH:12]=1)=[N+:2]=[N-:3].